Regression. Given a peptide amino acid sequence and an MHC pseudo amino acid sequence, predict their binding affinity value. This is MHC class I binding data. From a dataset of Peptide-MHC class I binding affinity with 185,985 pairs from IEDB/IMGT. The peptide sequence is IRYLGVLLY. The MHC is HLA-A03:01 with pseudo-sequence HLA-A03:01. The binding affinity (normalized) is 0.0847.